This data is from Peptide-MHC class II binding affinity with 134,281 pairs from IEDB. The task is: Regression. Given a peptide amino acid sequence and an MHC pseudo amino acid sequence, predict their binding affinity value. This is MHC class II binding data. (1) The peptide sequence is AAATAGTTVYGAFVA. The MHC is HLA-DQA10401-DQB10402 with pseudo-sequence HLA-DQA10401-DQB10402. The binding affinity (normalized) is 0.462. (2) The peptide sequence is KTLGVNMVRRGVRSL. The MHC is HLA-DQA10103-DQB10603 with pseudo-sequence HLA-DQA10103-DQB10603. The binding affinity (normalized) is 0.472. (3) The peptide sequence is YDKFLANVSMVLTGK. The MHC is DRB1_1101 with pseudo-sequence DRB1_1101. The binding affinity (normalized) is 0.537. (4) The peptide sequence is GWLSCLSITWTLIKNMEK. The MHC is DRB1_0101 with pseudo-sequence DRB1_0101. The binding affinity (normalized) is 0.0588.